From a dataset of Full USPTO retrosynthesis dataset with 1.9M reactions from patents (1976-2016). Predict the reactants needed to synthesize the given product. (1) Given the product [CH2:15]([C@:19]1([OH:20])[CH2:18][CH2:17][N:16]([C:21]([O:23][CH2:24][C:25]2[CH:30]=[CH:29][CH:28]=[CH:27][CH:26]=2)=[O:22])[C@H:5]1[CH3:6])[CH3:14], predict the reactants needed to synthesize it. The reactants are: [Cl-].[Ce+3].[Cl-].[Cl-].[CH2:5]([Mg]Br)[CH3:6].C(OCC)C.[CH3:14][C@H:15]1[C:19](=[O:20])[CH2:18][CH2:17][N:16]1[C:21]([O:23][CH2:24][C:25]1[CH:30]=[CH:29][CH:28]=[CH:27][CH:26]=1)=[O:22]. (2) Given the product [BrH:1].[Br:1][C:2]1[CH:14]=[N:13][C:5]2[NH:6][CH2:7][CH2:8][N:9]([CH3:11])[CH2:10][C:4]=2[CH:3]=1, predict the reactants needed to synthesize it. The reactants are: [Br:1][C:2]1[CH:14]=[N:13][C:5]2[NH:6][C:7](=O)[CH2:8][N:9]([CH3:11])[CH2:10][C:4]=2[CH:3]=1.CN1CC2C=CC=CC=2NCC1. (3) Given the product [CH:29]([CH:32]1[C:37]2[N:38]=[CH:39][NH:40][C:36]=2[CH2:35][CH2:34][N:33]1[C:41]([O:8][CH2:7][C:4]1[CH:3]=[C:2]([CH3:1])[O:6][N:5]=1)=[O:42])([CH3:31])[CH3:30], predict the reactants needed to synthesize it. The reactants are: [CH3:1][C:2]1[O:6][N:5]=[C:4]([CH2:7][OH:8])[CH:3]=1.CN1CCOCC1.ClC(OC1C=CC([N+]([O-])=O)=CC=1)=O.[CH:29]([CH:32]1[C:37]2[N:38]=[CH:39][NH:40][C:36]=2[CH2:35][CH2:34][N:33]1[C:41](OCC1SC=CN=1)=[O:42])([CH3:31])[CH3:30].CCN(C(C)C)C(C)C. (4) Given the product [NH2:24][C:21]1[N:22]=[CH:23][C:18]([C:9]2[CH:8]=[C:7]([N:5]3[CH2:6][C@@H:1]4[CH2:29][C@H:4]3[CH2:3][O:2]4)[N:12]=[C:11]([CH2:13][CH:14]=[O:15])[N:10]=2)=[CH:19][C:20]=1[O:25][CH:26]([F:27])[F:28], predict the reactants needed to synthesize it. The reactants are: [C@H:1]12[CH2:29][C@H:4]([N:5]([C:7]3[N:12]=[C:11](/[CH:13]=[CH:14]/[O:15]CC)[N:10]=[C:9]([C:18]4[CH:19]=[C:20]([O:25][CH:26]([F:28])[F:27])[C:21]([NH2:24])=[N:22][CH:23]=4)[CH:8]=3)[CH2:6]1)[CH2:3][O:2]2. (5) Given the product [F:18][C:19]1[CH:24]=[CH:23][C:22]([CH2:25][CH2:26][C:27]([O:29][CH3:30])=[O:28])=[C:21]([O:31][CH2:14][C@@H:15]2[CH2:17][O:16]2)[CH:20]=1, predict the reactants needed to synthesize it. The reactants are: [N+](C1C=C(S(O[CH2:14][C@@H:15]2[CH2:17][O:16]2)(=O)=O)C=CC=1)([O-])=O.[F:18][C:19]1[CH:24]=[CH:23][C:22]([CH2:25][CH2:26][C:27]([O:29][CH3:30])=[O:28])=[C:21]([OH:31])[CH:20]=1.C([O-])([O-])=O.[Cs+].[Cs+]. (6) Given the product [CH3:1][O:2][N:3]([CH3:4])[C:10]([CH:6]1[CH2:7][CH2:8][CH2:9][O:5]1)=[O:11], predict the reactants needed to synthesize it. The reactants are: [CH3:1][O:2][NH:3][CH3:4].[O:5]1[CH2:9][CH2:8][CH2:7][CH:6]1[C:10](Cl)=[O:11]. (7) Given the product [CH3:23][C:22]([CH3:25])([CH3:24])[CH2:21][C:19]1[N:20]=[C:16]([CH2:15][C:14]([C:11]2[CH:12]=[CH:13][C:8]([C:2]3[S:6][N:5]=[CH:4][CH:3]=3)=[CH:9][CH:10]=2)([OH:46])[CH3:45])[N:17]([C:26]([C:27]2[CH:28]=[CH:29][CH:30]=[CH:31][CH:32]=2)([C:33]2[CH:38]=[CH:37][CH:36]=[CH:35][CH:34]=2)[C:39]2[CH:44]=[CH:43][CH:42]=[CH:41][CH:40]=2)[CH:18]=1, predict the reactants needed to synthesize it. The reactants are: Br[C:2]1[S:6][N:5]=[CH:4][CH:3]=1.Br[C:8]1[CH:13]=[CH:12][C:11]([C:14]([OH:46])([CH3:45])[CH2:15][C:16]2[N:17]([C:26]([C:39]3[CH:44]=[CH:43][CH:42]=[CH:41][CH:40]=3)([C:33]3[CH:38]=[CH:37][CH:36]=[CH:35][CH:34]=3)[C:27]3[CH:32]=[CH:31][CH:30]=[CH:29][CH:28]=3)[CH:18]=[C:19]([CH2:21][C:22]([CH3:25])([CH3:24])[CH3:23])[N:20]=2)=[CH:10][CH:9]=1.C[Sn](C)C.C[Sn](C)C. (8) Given the product [F:57][CH:58]1[CH2:61][N:60]([C:22]([C:7]2[C:8]3[CH2:9][CH2:10][C:11]4([NH:20][C:21]=3[C:4]3[N:3]=[C:2]([CH3:1])[N:25]([CH3:26])[C:5]=3[CH:6]=2)[CH2:19][C:18]2[C:13](=[CH:14][CH:15]=[CH:16][CH:17]=2)[CH2:12]4)=[O:24])[CH2:59]1, predict the reactants needed to synthesize it. The reactants are: [CH3:1][C:2]1[N:25]([CH3:26])[C:5]2[CH:6]=[C:7]([C:22]([OH:24])=O)[C:8]3[CH2:9][CH2:10][C:11]4([NH:20][C:21]=3[C:4]=2[N:3]=1)[CH2:19][C:18]1[C:13](=[CH:14][CH:15]=[CH:16][CH:17]=1)[CH2:12]4.F[B-](F)(F)F.N1(OC(N(C)C)=[N+](C)C)C2C=CC=CC=2N=N1.C(N(CC)CC)C.Cl.[F:57][CH:58]1[CH2:61][NH:60][CH2:59]1. (9) Given the product [O:1]=[C:2]([CH3:6])[C:3]([O:5][CH2:10]/[CH:9]=[C:8](\[CH3:7])/[CH2:12][CH2:13][CH:14]=[C:15]([CH3:17])[CH3:16])=[O:4], predict the reactants needed to synthesize it. The reactants are: [O:1]=[C:2]([CH3:6])[C:3]([OH:5])=[O:4].[CH3:7]/[C:8](/[CH2:12][CH2:13][CH:14]=[C:15]([CH3:17])[CH3:16])=[CH:9]\[CH2:10]O.C1CCC(N=C=NC2CCCCC2)CC1. (10) Given the product [Cl:13][C:6]1[C:5]([OH:14])=[C:4]([CH2:15][CH:16]([OH:17])[CH2:18][OH:19])[CH:9]=[C:8]([N+:10]([O-:12])=[O:11])[CH:7]=1, predict the reactants needed to synthesize it. The reactants are: C([C:4]1[CH:9]=[C:8]([N+:10]([O-:12])=[O:11])[CH:7]=[C:6]([Cl:13])[C:5]=1[OH:14])C=C.[CH3:15][C:16]([CH3:18])=[O:17].[OH2:19].